This data is from Full USPTO retrosynthesis dataset with 1.9M reactions from patents (1976-2016). The task is: Predict the reactants needed to synthesize the given product. Given the product [F:7][C:2]([P:8]([C:17]([F:22])([F:23])[C:18]([F:21])([F:20])[F:19])(=[O:9])[O-:16])([F:1])[C:3]([F:6])([F:5])[F:4].[CH2:13]([O:12][CH2:11][CH2:10][N+:24]1[CH:29]=[CH:28][CH:27]=[CH:26][CH:25]=1)[CH:14]=[CH2:15], predict the reactants needed to synthesize it. The reactants are: [F:1][C:2]([P:8]([C:17]([F:23])([F:22])[C:18]([F:21])([F:20])[F:19])(=[O:16])[O:9][CH2:10][CH2:11][O:12][CH2:13][CH:14]=[CH2:15])([F:7])[C:3]([F:6])([F:5])[F:4].[N:24]1[CH:29]=[CH:28][CH:27]=[CH:26][CH:25]=1.